This data is from Full USPTO retrosynthesis dataset with 1.9M reactions from patents (1976-2016). The task is: Predict the reactants needed to synthesize the given product. Given the product [NH3:8].[CH:1]([C:4]1[CH:5]=[CH:6][C:7]([S:10]([NH:13][C:14]2[C:19]([O:20][C:21]3[CH:26]=[CH:25][CH:24]=[CH:23][C:22]=3[O:27][CH3:28])=[C:18]([O:29][CH2:30][C:31]#[C:32][CH2:33][O:34][C:41]3[N:42]=[C:43]([O:45][CH3:46])[CH:44]=[C:39]([O:38][CH3:37])[N:40]=3)[N:17]=[CH:16][N:15]=2)(=[O:12])=[O:11])=[N:8][CH:9]=1)([CH3:3])[CH3:2], predict the reactants needed to synthesize it. The reactants are: [CH:1]([C:4]1[CH:5]=[CH:6][C:7]([S:10]([NH:13][C:14]2[C:19]([O:20][C:21]3[CH:26]=[CH:25][CH:24]=[CH:23][C:22]=3[O:27][CH3:28])=[C:18]([O:29][CH2:30][C:31]#[C:32][CH2:33][OH:34])[N:17]=[CH:16][N:15]=2)(=[O:12])=[O:11])=[N:8][CH:9]=1)([CH3:3])[CH3:2].[H-].[Na+].[CH3:37][O:38][C:39]1[CH:44]=[C:43]([O:45][CH3:46])[N:42]=[C:41](S(C)(=O)=O)[N:40]=1.